From a dataset of Full USPTO retrosynthesis dataset with 1.9M reactions from patents (1976-2016). Predict the reactants needed to synthesize the given product. (1) Given the product [F:1][C:2]1[CH:28]=[CH:27][CH:26]=[C:25]([F:29])[C:3]=1[C:4]([NH:6][C:7]1[S:8][C:9]([C:15]2[CH:20]=[CH:19][CH:18]=[C:17]([C:21]([F:22])([F:23])[F:24])[CH:16]=2)=[C:10]([CH:12]=[CH2:13])[N:11]=1)=[O:5], predict the reactants needed to synthesize it. The reactants are: [F:1][C:2]1[CH:28]=[CH:27][CH:26]=[C:25]([F:29])[C:3]=1[C:4]([NH:6][C:7]1[S:8][C:9]([C:15]2[CH:20]=[CH:19][CH:18]=[C:17]([C:21]([F:24])([F:23])[F:22])[CH:16]=2)=[C:10]([CH:12](O)[CH3:13])[N:11]=1)=[O:5].FC1C=CC=C(F)C=1C(NC1SC(C2C=CC=C(C(F)(F)F)C=2)=C(C(C)=C)N=1)=O. (2) The reactants are: C(OC(=O)[NH:7][C:8]1[C:12]([C:13]2[N:14]([CH2:43][CH3:44])[C:15]3[C:20]([CH2:21][N:22]4[CH2:26][CH2:25][C@H:24]([NH:27]C(OC(C)(C)C)=O)[CH2:23]4)=[CH:19][N:18]=[C:17]([C:35]4[CH:40]=[CH:39][CH:38]=[C:37]([Cl:41])[CH:36]=4)[C:16]=3[N:42]=2)=[N:11][O:10][N:9]=1)(C)(C)C.[C:46]([OH:52])([C:48]([F:51])([F:50])[F:49])=[O:47]. Given the product [F:49][C:48]([F:51])([F:50])[C:46]([OH:52])=[O:47].[NH2:7][C:8]1[C:12]([C:13]2[N:14]([CH2:43][CH3:44])[C:15]3[C:20]([C:21]([N:22]4[CH2:26][CH2:25][CH:24]([NH2:27])[CH2:23]4)=[O:47])=[CH:19][N:18]=[C:17]([C:35]4[CH:40]=[CH:39][CH:38]=[C:37]([Cl:41])[CH:36]=4)[C:16]=3[N:42]=2)=[N:11][O:10][N:9]=1, predict the reactants needed to synthesize it. (3) Given the product [C:1]12([C:11]3[CH:12]=[C:13]([C:19]4[S:23][C:22]([CH:24]=[C:32]5[S:26][C:27]([N:33]6[CH2:37][CH2:36][CH2:35][CH2:34]6)=[N:29][C:30]5=[O:31])=[CH:21][CH:20]=4)[CH:14]=[C:15]([F:18])[C:16]=3[OH:17])[CH2:10][CH:5]3[CH2:4][CH:3]([CH2:9][CH:7]([CH2:6]3)[CH2:8]1)[CH2:2]2, predict the reactants needed to synthesize it. The reactants are: [C:1]12([C:11]3[CH:12]=[C:13]([C:19]4[S:23][C:22]([CH:24]=O)=[CH:21][CH:20]=4)[CH:14]=[C:15]([F:18])[C:16]=3[OH:17])[CH2:10][CH:5]3[CH2:6][CH:7]([CH2:9][CH:3]([CH2:4]3)[CH2:2]1)[CH2:8]2.[S:26]1[CH2:32][C:30](=[O:31])[NH:29][C:27]1=S.[NH:33]1[CH2:37][CH2:36][CH2:35][CH2:34]1. (4) The reactants are: [OH:1][C:2]1[CH:10]=[CH:9][CH:8]=[C:7]2[C:3]=1[CH2:4][CH2:5][C:6]2=[O:11].Cl[C:13]1[CH:18]=[CH:17][C:16]([C:19]([F:22])([F:21])[F:20])=[CH:15][N:14]=1.C(=O)([O-])[O-].[K+].[K+].CN(C)C=O. Given the product [F:20][C:19]([F:22])([F:21])[C:16]1[CH:17]=[CH:18][C:13]([O:1][C:2]2[CH:10]=[CH:9][CH:8]=[C:7]3[C:3]=2[CH2:4][CH2:5][C:6]3=[O:11])=[N:14][CH:15]=1, predict the reactants needed to synthesize it. (5) Given the product [CH3:5][C:4]([O:3][C:1]([NH:8][CH:9]1[CH2:10][CH2:11][CH:12]([NH:15][C:23]2[N:24]=[CH:25][CH:26]=[CH:27][C:28]=2[N+:29]([O-:31])=[O:30])[CH2:13][CH2:14]1)=[O:2])([CH3:7])[CH3:6], predict the reactants needed to synthesize it. The reactants are: [C:1]([NH:8][C@H:9]1[CH2:14][CH2:13][C@H:12]([NH2:15])[CH2:11][CH2:10]1)([O:3][C:4]([CH3:7])([CH3:6])[CH3:5])=[O:2].C(=O)([O-])[O-].[K+].[K+].F[C:23]1[C:28]([N+:29]([O-:31])=[O:30])=[CH:27][CH:26]=[CH:25][N:24]=1. (6) Given the product [Br:1][C:2]1[C:15]2[C:16]3=[C:17]4[C:12](=[CH:13][CH:14]=2)[CH:11]=[CH:10][C:9]([C:27]2[C:28]5[C:23](=[CH:22][CH:21]=[CH:20][CH:19]=5)[CH:24]=[CH:25][CH:26]=2)=[C:8]4[CH:7]=[CH:6][C:5]3=[CH:4][CH:3]=1, predict the reactants needed to synthesize it. The reactants are: [Br:1][C:2]1[C:15]2[C:16]3=[C:17]4[C:12](=[CH:13][CH:14]=2)[CH:11]=[CH:10][C:9](Br)=[C:8]4[CH:7]=[CH:6][C:5]3=[CH:4][CH:3]=1.[C:19]1(B(O)O)[C:28]2[C:23](=[CH:24][CH:25]=[CH:26][CH:27]=2)[CH:22]=[CH:21][CH:20]=1.C([O-])([O-])=O.[Na+].[Na+].CCO. (7) Given the product [CH3:1][CH2:2][CH2:3][CH2:4][CH2:5][CH2:6][CH2:7][CH2:8][CH2:9][CH2:10][CH2:11][CH2:12][CH2:1][CH2:2][CH2:3][CH3:4], predict the reactants needed to synthesize it. The reactants are: [CH3:1][CH2:2][CH2:3][CH2:4][CH2:5][CH2:6][CH2:7][CH2:8][CH2:9][CH2:10][CH2:11][CH2:12]OS([O-])(=O)=O.[Na+].